Dataset: Ames mutagenicity test results for genotoxicity prediction. Task: Regression/Classification. Given a drug SMILES string, predict its toxicity properties. Task type varies by dataset: regression for continuous values (e.g., LD50, hERG inhibition percentage) or binary classification for toxic/non-toxic outcomes (e.g., AMES mutagenicity, cardiotoxicity, hepatotoxicity). Dataset: ames. (1) The drug is O=S(=O)(O)OCc1c2ccccc2cc2c1ccc1ccccc12. The result is 1 (mutagenic). (2) The molecule is CCCCC(=O)/N=c1\sn(C(=O)CCCC)c2ccc([N+](=O)[O-])cc12. The result is 1 (mutagenic).